This data is from Full USPTO retrosynthesis dataset with 1.9M reactions from patents (1976-2016). The task is: Predict the reactants needed to synthesize the given product. (1) Given the product [NH:26]([C:23](=[O:25])[C@@H:5]([NH:4][C:1](=[O:3])[CH3:2])[CH2:6][S:7][CH2:8]/[CH:9]=[C:10](\[CH3:11])/[CH2:12][CH2:13]/[CH:14]=[C:15](\[CH3:16])/[CH2:17][CH2:18][CH:19]=[C:20]([CH3:22])[CH3:21])[NH2:27], predict the reactants needed to synthesize it. The reactants are: [C:1]([NH:4][C@H:5]([C:23]([OH:25])=O)[CH2:6][S:7][CH2:8][CH:9]=[C:10]([CH2:12][CH2:13][CH:14]=[C:15]([CH2:17][CH2:18][CH:19]=[C:20]([CH3:22])[CH3:21])[CH3:16])[CH3:11])(=[O:3])[CH3:2].[NH2:26][NH2:27]. (2) Given the product [CH3:14][O:13][C:12]1[C:7]([NH:35][C:36]2[S:37][C:38]([C:41]#[N:42])=[CH:39][N:40]=2)=[N:8][C:9]([N:21]2[CH2:25][CH2:24][CH2:23][C@H:22]2[C:26]2[CH:31]=[CH:30][C:29]([CH3:32])=[CH:28][CH:27]=2)=[N:10][C:11]=1[C:15]1[CH:16]=[N:17][N:18]([CH3:20])[CH:19]=1, predict the reactants needed to synthesize it. The reactants are: FC(F)(F)S(O[C:7]1[C:12]([O:13][CH3:14])=[C:11]([C:15]2[CH:16]=[N:17][N:18]([CH3:20])[CH:19]=2)[N:10]=[C:9]([N:21]2[CH2:25][CH2:24][CH2:23][C@H:22]2[C:26]2[CH:31]=[CH:30][C:29]([CH3:32])=[CH:28][CH:27]=2)[N:8]=1)(=O)=O.[NH2:35][C:36]1[S:37][C:38]([C:41]#[N:42])=[CH:39][N:40]=1.CC(C1C=C(C(C)C)C(C2C(P(C(C)(C)C)C(C)(C)C)=CC=CC=2)=C(C(C)C)C=1)C.P([O-])([O-])([O-])=O.[K+].[K+].[K+]. (3) Given the product [C:1]1([CH:7]=[N:39][C:13]([O:12][Si:19]([CH3:26])([CH3:25])[CH3:18])=[CH2:14])[CH2:6][CH2:5][CH2:4][CH2:3][CH:2]=1, predict the reactants needed to synthesize it. The reactants are: [C:1]1([CH:7]=O)[CH2:6][CH2:5][CH2:4][CH2:3][CH:2]=1.ClC1C=[C:12](C=CC=1)[CH:13]=[O:14].[CH3:18][Si:19]([CH3:26])([CH3:25])N[Si:19]([CH3:26])([CH3:25])[CH3:18].C([Li])CCC.C[Si](Cl)(C)C.C([N:39](CC)CC)C.C(Cl)(=O)C.